This data is from Forward reaction prediction with 1.9M reactions from USPTO patents (1976-2016). The task is: Predict the product of the given reaction. (1) Given the reactants Cl.C(OC(=O)[NH:8][CH2:9][CH2:10][O:11][C:12]1[CH:17]=[CH:16][CH:15]=[CH:14][C:13]=1[O:18][CH3:19])(C)(C)C, predict the reaction product. The product is: [CH3:19][O:18][C:13]1[CH:14]=[CH:15][CH:16]=[CH:17][C:12]=1[O:11][CH2:10][CH2:9][NH2:8]. (2) Given the reactants C[N:2](C)/[CH:3]=[CH:4]/[C:5]([C:7]1[C:12](=[O:13])[CH:11]=[CH:10][N:9]([C:14]2[CH:19]=[CH:18][C:17]([O:20][C:21]([F:24])([F:23])[F:22])=[CH:16][CH:15]=2)[N:8]=1)=O.[F:26][C:27]1[CH:32]=[CH:31][CH:30]=[CH:29][C:28]=1[NH:33]N, predict the reaction product. The product is: [F:26][C:27]1[CH:32]=[CH:31][CH:30]=[CH:29][C:28]=1[N:33]1[C:5]([C:7]2[C:12](=[O:13])[CH:11]=[CH:10][N:9]([C:14]3[CH:15]=[CH:16][C:17]([O:20][C:21]([F:22])([F:23])[F:24])=[CH:18][CH:19]=3)[N:8]=2)=[CH:4][CH:3]=[N:2]1. (3) Given the reactants [Cl:1][C:2]1[C:7]([NH:8][C:9]2[N:14]=[C:13]([N:15](CC)[CH2:16][C:17]3C=CC(OC)=CC=3)[C:12]3=[N:27][CH:28]=[C:29]([C:30]#[N:31])[N:11]3[N:10]=2)=[CH:6][C:5]([C:32]#[N:33])=[CH:4][C:3]=1[N:34]1[CH2:39][CH2:38][C@@H:37]([NH:40]C(=O)OC(C)(C)C)[C@H:36]([OH:48])[CH2:35]1.C1(OC)C=CC=CC=1.C(O)(C(F)(F)F)=O, predict the reaction product. The product is: [NH2:40][C@@H:37]1[CH2:38][CH2:39][N:34]([C:3]2[C:2]([Cl:1])=[C:7]([NH:8][C:9]3[N:14]=[C:13]([NH:15][CH2:16][CH3:17])[C:12]4=[N:27][CH:28]=[C:29]([C:30]#[N:31])[N:11]4[N:10]=3)[CH:6]=[C:5]([C:32]#[N:33])[CH:4]=2)[CH2:35][C@H:36]1[OH:48]. (4) Given the reactants [C:1]([OH:5])(=[O:4])[CH2:2][OH:3].[CH3:6][O:7][CH2:8][CH2:9][O:10][CH2:11][CH2:12][O:13][CH2:14][CH2:15][OH:16].P(OC1C=CC=CC=1)(OC1C=CC=CC=1)OC1C=CC=CC=1, predict the reaction product. The product is: [C:1]([OH:5])(=[O:4])[CH2:2][OH:3].[CH3:6][O:7][CH2:8][CH2:9][O:10][CH2:11][CH2:12][O:13][CH2:14][CH2:15][OH:16]. (5) Given the reactants C([O:3][P:4]([CH:9]([NH:17][S:18]([C:21]1[S:22][CH:23]=[CH:24][CH:25]=1)(=[O:20])=[O:19])[CH2:10][C:11]1[CH:16]=[CH:15][CH:14]=[CH:13][CH:12]=1)(=[O:8])[O:5]CC)C.Br[Si](C)(C)C, predict the reaction product. The product is: [C:11]1([CH2:10][CH:9]([P:4](=[O:3])([OH:5])[OH:8])[NH:17][S:18]([C:21]2[S:22][CH:23]=[CH:24][CH:25]=2)(=[O:19])=[O:20])[CH:16]=[CH:15][CH:14]=[CH:13][CH:12]=1. (6) Given the reactants [N:1]1[CH:6]=[CH:5][C:4]([S:7][C:8]2[CH:9]=[C:10]([CH2:14][OH:15])[CH:11]=[CH:12][CH:13]=2)=[CH:3][CH:2]=1.O[C:17]1[CH:18]=[C:19]2[C:23](=[C:24]([CH3:27])[C:25]=1[CH3:26])[C:22](=[O:28])[CH:21]([CH2:29][CH2:30][CH3:31])[CH2:20]2, predict the reaction product. The product is: [CH3:26][C:25]1[C:24]([CH3:27])=[C:23]2[C:19]([CH2:20][CH:21]([CH2:29][CH2:30][CH3:31])[C:22]2=[O:28])=[CH:18][C:17]=1[O:15][CH2:14][C:10]1[CH:11]=[CH:12][CH:13]=[C:8]([S:7][C:4]2[CH:3]=[CH:2][N:1]=[CH:6][CH:5]=2)[CH:9]=1. (7) Given the reactants [Br:1][C:2]1[C:3]([C@@H:16]([NH:26]C(=O)OC(C)(C)C)[CH2:17][C:18]2[CH:23]=[C:22]([F:24])[CH:21]=[C:20]([F:25])[CH:19]=2)=[N:4][C:5]([Br:15])=[C:6]([NH:8][C:9](=[O:14])[C:10]([F:13])([F:12])[F:11])[CH:7]=1.[C:34]([OH:40])([C:36]([F:39])([F:38])[F:37])=[O:35].C(Cl)Cl, predict the reaction product. The product is: [NH2:26][C@H:16]([C:3]1[N:4]=[C:5]([Br:15])[C:6]([NH:8][C:9](=[O:14])[C:10]([F:11])([F:13])[F:12])=[CH:7][C:2]=1[Br:1])[CH2:17][C:18]1[CH:19]=[C:20]([F:25])[CH:21]=[C:22]([F:24])[CH:23]=1.[C:34]([OH:40])([C:36]([F:39])([F:38])[F:37])=[O:35].